From a dataset of Catalyst prediction with 721,799 reactions and 888 catalyst types from USPTO. Predict which catalyst facilitates the given reaction. (1) Reactant: [H-].C([Al+]CC(C)C)C(C)C.C(OC([N:18]1[CH2:23][CH2:22][CH:21]([NH:24][C:25]([NH:27][C@H:28]([C:32](OC)=O)[CH:29]([CH3:31])[CH3:30])=[O:26])[CH2:20][CH2:19]1)=O)(C)(C)C. Product: [CH:29]([C:28]1[NH:27][C:25](=[O:26])[N:24]([CH:21]2[CH2:20][CH2:19][NH:18][CH2:23][CH2:22]2)[CH:32]=1)([CH3:30])[CH3:31]. The catalyst class is: 451. (2) Reactant: [NH2:1][C:2]1[N:7]=[CH:6][C:5]([C:8]2[N:9]=[C:10]([N:35]3[CH2:40][CH2:39][O:38][CH2:37][CH2:36]3)[C:11]3[S:16][C:15]([C:17]4[CH:18]=[C:19]([NH:23][C:24]([CH2:26][NH:27]C(=O)OC(C)(C)C)=[O:25])[CH:20]=[CH:21][CH:22]=4)=[CH:14][C:12]=3[N:13]=2)=[CH:4][N:3]=1. Product: [NH2:27][CH2:26][C:24]([NH:23][C:19]1[CH:20]=[CH:21][CH:22]=[C:17]([C:15]2[S:16][C:11]3[C:10]([N:35]4[CH2:36][CH2:37][O:38][CH2:39][CH2:40]4)=[N:9][C:8]([C:5]4[CH:4]=[N:3][C:2]([NH2:1])=[N:7][CH:6]=4)=[N:13][C:12]=3[CH:14]=2)[CH:18]=1)=[O:25]. The catalyst class is: 330. (3) Reactant: [In].[Cl-].[In+3].[Cl-].[Cl-].[Cl-].[Li+].C(N(C)C)CCC.C(O[CH2:19][CH:20]=[CH:21][CH2:22][CH2:23][C:24]1[CH:29]=[CH:28][CH:27]=[CH:26][C:25]=1I)(=O)C. Product: [CH:20]([CH:21]1[C:25]2[C:24](=[CH:29][CH:28]=[CH:27][CH:26]=2)[CH2:23][CH2:22]1)=[CH2:19]. The catalyst class is: 128. (4) The catalyst class is: 810. Reactant: [CH2:1]([O:3][C:4](=[O:12])[C:5]1[C:10]([CH3:11])=[CH:9][CH:8]=[N:7][CH:6]=1)[CH3:2].C(O)(=O)[C@@H]([C@H](C(O)=O)O)O. Product: [CH2:1]([O:3][C:4]([CH:5]1[CH:10]([CH3:11])[CH2:9][CH2:8][NH:7][CH2:6]1)=[O:12])[CH3:2]. (5) Reactant: [Cl:1][C:2]1[CH:3]=[C:4]([C:8]2[C:12]([CH2:13][O:14][C:15]3[CH:23]=[CH:22][C:18]([C:19]([OH:21])=O)=[CH:17][N:16]=3)=[C:11]([CH3:24])[O:10][N:9]=2)[CH:5]=[CH:6][CH:7]=1.F[B-](F)(F)F.N1(OC(N(C)C)=[N+](C)C)C2C=CC=CC=2N=N1.C(N(CC)C(C)C)(C)C.[F:56][C:57]([F:61])([F:60])[CH2:58][NH2:59]. Product: [Cl:1][C:2]1[CH:3]=[C:4]([C:8]2[C:12]([CH2:13][O:14][C:15]3[CH:23]=[CH:22][C:18]([C:19]([NH:59][CH2:58][C:57]([F:61])([F:60])[F:56])=[O:21])=[CH:17][N:16]=3)=[C:11]([CH3:24])[O:10][N:9]=2)[CH:5]=[CH:6][CH:7]=1. The catalyst class is: 3.